Dataset: TCR-epitope binding with 47,182 pairs between 192 epitopes and 23,139 TCRs. Task: Binary Classification. Given a T-cell receptor sequence (or CDR3 region) and an epitope sequence, predict whether binding occurs between them. (1) The epitope is TPINLVRDL. The TCR CDR3 sequence is CASSWDPTYNEQFF. Result: 0 (the TCR does not bind to the epitope). (2) The epitope is TLDSKTQSL. The TCR CDR3 sequence is CASSTSPFDRASYNEQFF. Result: 1 (the TCR binds to the epitope). (3) The epitope is RILGAGCFV. The TCR CDR3 sequence is CASSDSPGLHGYTF. Result: 0 (the TCR does not bind to the epitope). (4) The epitope is HTTDPSFLGRY. The TCR CDR3 sequence is CASSPGTSGGPNTGELFF. Result: 0 (the TCR does not bind to the epitope). (5) The epitope is QECVRGTTVL. The TCR CDR3 sequence is CASSLSRDSSYEQYF. Result: 1 (the TCR binds to the epitope).